Dataset: Full USPTO retrosynthesis dataset with 1.9M reactions from patents (1976-2016). Task: Predict the reactants needed to synthesize the given product. Given the product [CH3:37][N:38](/[CH:40]=[N:29]\[C:27](=[O:28])[C:24]1[CH:23]=[C:22]([CH3:30])[C:21]([C:19]2[CH:18]=[N:17][C:12]3[NH:13][CH2:14][C:15](=[O:16])[N:10]([CH2:9][C@H:6]4[CH2:7][CH2:8][C@H:3]([O:2][CH3:1])[CH2:4][CH2:5]4)[C:11]=3[N:20]=2)=[CH:26][N:25]=1)[CH3:39], predict the reactants needed to synthesize it. The reactants are: [CH3:1][O:2][C@H:3]1[CH2:8][CH2:7][C@H:6]([CH2:9][N:10]2[C:15](=[O:16])[CH2:14][NH:13][C:12]3[N:17]=[CH:18][C:19]([C:21]4[C:22]([CH3:30])=[CH:23][C:24]([C:27]([NH2:29])=[O:28])=[N:25][CH:26]=4)=[N:20][C:11]2=3)[CH2:5][CH2:4]1.C(O[CH:37](OCC(C)(C)C)[N:38]([CH3:40])[CH3:39])C(C)(C)C.